This data is from Reaction yield outcomes from USPTO patents with 853,638 reactions. The task is: Predict the reaction yield, written as a fraction of the theoretical maximum amount of product (1.0 means a 100% yield; for example, 0.34 means a 34% yield). (1) The yield is 0.920. The catalyst is C1COCC1. The reactants are [H-].[H-].[H-].[H-].[Li+].[Al+3].C([O:9][C:10]([CH:12]1[CH2:17][CH2:16][N:15]([C:18]([O:20][C:21]([CH3:24])([CH3:23])[CH3:22])=[O:19])[CH2:14][CH:13]1[NH:25][CH2:26][C:27]1[CH:32]=[CH:31][CH:30]=[CH:29][CH:28]=1)=O)C. The product is [C:21]([O:20][C:18]([N:15]1[CH2:16][CH2:17][CH:12]([CH2:10][OH:9])[CH:13]([NH:25][CH2:26][C:27]2[CH:28]=[CH:29][CH:30]=[CH:31][CH:32]=2)[CH2:14]1)=[O:19])([CH3:24])([CH3:22])[CH3:23]. (2) The reactants are [CH3:1][N:2]1[C:6]([NH2:7])=[CH:5][CH:4]=[N:3]1.[Br:8][CH:9]([CH:12]=O)[CH:10]=O. The catalyst is C(O)(=O)C. The product is [Br:8][C:9]1[CH:10]=[C:5]2[CH:4]=[N:3][N:2]([CH3:1])[C:6]2=[N:7][CH:12]=1. The yield is 0.270.